From a dataset of Catalyst prediction with 721,799 reactions and 888 catalyst types from USPTO. Predict which catalyst facilitates the given reaction. (1) Reactant: FC(F)(F)S(O[C:7]1[CH:8]=[C:9]2[C:14](=[CH:15][CH:16]=1)[N:13]=[CH:12][CH:11]=[CH:10]2)(=O)=O.C(N(C(C)C)CC)(C)C.[CH3:28][Si:29]([CH3:50])([CH3:49])[CH2:30][CH2:31][O:32][CH2:33][N:34]1[CH:38]=[C:37]([C:39]2[CH:40]=[CH:41][C:42]3[N:43]([C:45]([SH:48])=[N:46][N:47]=3)[N:44]=2)[CH:36]=[N:35]1.C. Product: [CH3:28][Si:29]([CH3:50])([CH3:49])[CH2:30][CH2:31][O:32][CH2:33][N:34]1[CH:38]=[C:37]([C:39]2[CH:40]=[CH:41][C:42]3[N:43]([C:45]([S:48][C:7]4[CH:8]=[C:9]5[C:14](=[CH:15][CH:16]=4)[N:13]=[CH:12][CH:11]=[CH:10]5)=[N:46][N:47]=3)[N:44]=2)[CH:36]=[N:35]1. The catalyst class is: 3. (2) Reactant: [Br:1][C:2]1[CH:3]=[C:4]([C:9]([F:12])([F:11])[F:10])[C:5]([NH2:8])=[N:6][CH:7]=1.Cl[CH2:14][C:15](=O)[CH3:16]. Product: [Br:1][C:2]1[CH:3]=[C:4]([C:9]([F:12])([F:10])[F:11])[C:5]2[N:6]([CH:14]=[C:15]([CH3:16])[N:8]=2)[CH:7]=1. The catalyst class is: 10.